Dataset: Forward reaction prediction with 1.9M reactions from USPTO patents (1976-2016). Task: Predict the product of the given reaction. (1) The product is: [CH3:27][N:28]([CH3:42])[C:29]1[C:38]2[C:33](=[CH:34][CH:35]=[CH:36][CH:37]=2)[C:32]([C:39]([N:5]2[CH2:4][CH2:3][C:2]([CH3:1])([N:8]3[CH2:9][CH2:10][CH:11]([N:14]([C:15]4[CH:16]=[CH:17][CH:18]=[CH:19][CH:20]=4)[C:21]4[CH:26]=[CH:25][CH:24]=[CH:23][CH:22]=4)[CH2:12][CH2:13]3)[CH2:7][CH2:6]2)=[O:40])=[CH:31][CH:30]=1. Given the reactants [CH3:1][C:2]1([N:8]2[CH2:13][CH2:12][CH:11]([N:14]([C:21]3[CH:26]=[CH:25][CH:24]=[CH:23][CH:22]=3)[C:15]3[CH:20]=[CH:19][CH:18]=[CH:17][CH:16]=3)[CH2:10][CH2:9]2)[CH2:7][CH2:6][NH:5][CH2:4][CH2:3]1.[CH3:27][N:28]([CH3:42])[C:29]1[C:38]2[C:33](=[CH:34][CH:35]=[CH:36][CH:37]=2)[C:32]([C:39](O)=[O:40])=[CH:31][CH:30]=1.C1(NC2C=CC=CC=2)C=CC=CC=1, predict the reaction product. (2) Given the reactants [S:1]1[CH:5]=[CH:4][N:3]=[C:2]1[SH:6].[CH:7](O)([CH3:9])[CH3:8].C1(P(C2C=CC=CC=2)C2C=CC=CC=2)C=CC=CC=1.CCOC(/N=N/C(OCC)=O)=O, predict the reaction product. The product is: [CH:7]([S:6][C:2]1[S:1][CH:5]=[CH:4][N:3]=1)([CH3:9])[CH3:8]. (3) Given the reactants [CH2:1]([CH:3]([C:6]1[C:14]2[NH:13][C:12](=[O:15])[N:11](C(OC(C)(C)C)=O)[C:10]=2[CH:9]=[CH:8][CH:7]=1)[CH2:4][CH3:5])[CH3:2].Br[CH2:24][C:25]([O:27][CH:28]([CH3:30])[CH3:29])=[O:26].C(=O)([O-])[O-].[K+].[K+], predict the reaction product. The product is: [CH2:4]([CH:3]([C:6]1[C:14]2[N:13]([CH2:24][C:25]([O:27][CH:28]([CH3:30])[CH3:29])=[O:26])[C:12](=[O:15])[NH:11][C:10]=2[CH:9]=[CH:8][CH:7]=1)[CH2:1][CH3:2])[CH3:5].